Dataset: Peptide-MHC class I binding affinity with 185,985 pairs from IEDB/IMGT. Task: Regression. Given a peptide amino acid sequence and an MHC pseudo amino acid sequence, predict their binding affinity value. This is MHC class I binding data. (1) The MHC is HLA-B39:01 with pseudo-sequence HLA-B39:01. The peptide sequence is EILWDVIPF. The binding affinity (normalized) is 0.0847. (2) The peptide sequence is PFWITAIYVF. The MHC is HLA-A29:02 with pseudo-sequence HLA-A29:02. The binding affinity (normalized) is 0.400. (3) The peptide sequence is FPDGKPFTL. The MHC is HLA-A26:01 with pseudo-sequence HLA-A26:01. The binding affinity (normalized) is 0.0847.